Task: Predict the reaction yield, written as a fraction of the theoretical maximum amount of product (1.0 means a 100% yield; for example, 0.34 means a 34% yield).. Dataset: Reaction yield outcomes from USPTO patents with 853,638 reactions The reactants are [CH2:1]([O:8][C:9]1[CH:18]=[CH:17][C:12]([C:13]([O:15]C)=[O:14])=[CH:11][C:10]=1/[C:19](/[CH3:22])=[CH:20]\[CH3:21])[C:2]1[CH:7]=[CH:6][CH:5]=[CH:4][CH:3]=1.[OH-].[K+]. The catalyst is CO.O. The product is [CH2:1]([O:8][C:9]1[CH:18]=[CH:17][C:12]([C:13]([OH:15])=[O:14])=[CH:11][C:10]=1/[C:19](/[CH3:22])=[CH:20]\[CH3:21])[C:2]1[CH:3]=[CH:4][CH:5]=[CH:6][CH:7]=1. The yield is 0.820.